Dataset: Forward reaction prediction with 1.9M reactions from USPTO patents (1976-2016). Task: Predict the product of the given reaction. Given the reactants C1C=CC2N(O)N=NC=2C=1.CCN(C(C)C)C(C)C.[C:20]([O:24][C:25]([CH2:27][C:28]([O-:30])=O)=[O:26])([CH3:23])([CH3:22])[CH3:21].[Li+].CCN=C=NCCCN(C)C.Cl.Cl.[Br:45][C:46]1[CH:51]=[CH:50][CH:49]=[CH:48][C:47]=1[C:52]([N:54]1[CH2:59][CH2:58][NH:57][CH2:56][CH2:55]1)=[O:53], predict the reaction product. The product is: [C:20]([O:24][C:25](=[O:26])[CH2:27][C:28]([N:57]1[CH2:56][CH2:55][N:54]([C:52](=[O:53])[C:47]2[CH:48]=[CH:49][CH:50]=[CH:51][C:46]=2[Br:45])[CH2:59][CH2:58]1)=[O:30])([CH3:21])([CH3:22])[CH3:23].